Dataset: Full USPTO retrosynthesis dataset with 1.9M reactions from patents (1976-2016). Task: Predict the reactants needed to synthesize the given product. (1) Given the product [CH2:1]([C:5]1[O:6][C:7]2[CH:29]=[CH:28][CH:27]=[CH:26][C:8]=2[C:9]=1[C:10]1[O:11][C:12]([C:15]2[CH:16]=[C:17]3[C:22](=[CH:23][CH:24]=2)[CH:21]=[C:20]([O:25][CH2:31][C:32]([O:34][CH3:35])=[O:33])[CH:19]=[CH:18]3)=[CH:13][N:14]=1)[CH2:2][CH2:3][CH3:4], predict the reactants needed to synthesize it. The reactants are: [CH2:1]([C:5]1[O:6][C:7]2[CH:29]=[CH:28][CH:27]=[CH:26][C:8]=2[C:9]=1[C:10]1[O:11][C:12]([C:15]2[CH:16]=[C:17]3[C:22](=[CH:23][CH:24]=2)[CH:21]=[C:20]([OH:25])[CH:19]=[CH:18]3)=[CH:13][N:14]=1)[CH2:2][CH2:3][CH3:4].Br[CH2:31][C:32]([O:34][CH3:35])=[O:33].C(=O)([O-])[O-].[K+].[K+]. (2) Given the product [CH:24]1([C:27]#[C:28][C:2]2[CH:3]=[CH:4][C:5]([C:8]([O:10][CH3:11])=[O:9])=[N:6][CH:7]=2)[CH2:26][CH2:25]1, predict the reactants needed to synthesize it. The reactants are: Br[C:2]1[CH:3]=[CH:4][C:5]([C:8]([O:10][CH3:11])=[O:9])=[N:6][CH:7]=1.C1COCC1.C(N(CC)CC)C.[CH:24]1([C:27]#[CH:28])[CH2:26][CH2:25]1. (3) Given the product [NH2:1][C:2]1[C:3]([C:18]([O:20][CH2:21][CH3:22])=[O:19])=[N:4][C:5]([CH:8]2[CH2:9][CH2:10][C:11]3([O:15][CH2:14][CH2:13][O:12]3)[CH2:16][CH2:17]2)=[CH:6][CH:7]=1, predict the reactants needed to synthesize it. The reactants are: [NH2:1][C:2]1[C:3]([C:18]([O:20][CH2:21][CH3:22])=[O:19])=[N:4][C:5]([C:8]2[CH2:17][CH2:16][C:11]3([O:15][CH2:14][CH2:13][O:12]3)[CH2:10][CH:9]=2)=[CH:6][CH:7]=1.N#N. (4) Given the product [CH3:19][N:20]([CH3:36])[C@@H:21]1[CH2:25][CH2:24][N:23]([C:26]([C:28]2[CH:32]=[C:31]([CH3:33])[NH:30][C:29]=2[CH:34]=[C:11]2[C:10]3[C:14](=[CH:15][CH:16]=[CH:17][C:9]=3[C:6]3[CH:7]=[CH:8][C:3]([O:2][CH3:1])=[CH:4][CH:5]=3)[NH:13][C:12]2=[O:18])=[O:27])[CH2:22]1, predict the reactants needed to synthesize it. The reactants are: [CH3:1][O:2][C:3]1[CH:8]=[CH:7][C:6]([C:9]2[CH:17]=[CH:16][CH:15]=[C:14]3[C:10]=2[CH2:11][C:12](=[O:18])[NH:13]3)=[CH:5][CH:4]=1.[CH3:19][N:20]([CH3:36])[C@@H:21]1[CH2:25][CH2:24][N:23]([C:26]([C:28]2[CH:32]=[C:31]([CH3:33])[NH:30][C:29]=2[CH:34]=O)=[O:27])[CH2:22]1. (5) Given the product [CH2:49]([O:52][C@H:53]1[CH2:58][CH2:57][CH2:56][N:55]([CH2:59][C@H:60]2[CH2:65][CH2:64][CH2:63][CH2:62][C@@H:61]2[NH:66][C:10](=[O:12])[C:9]2[CH:13]=[CH:14][C:6]([N:1]3[CH:5]=[CH:4][CH:3]=[N:2]3)=[N:7][CH:8]=2)[CH2:54]1)[CH:50]=[CH2:51], predict the reactants needed to synthesize it. The reactants are: [N:1]1([C:6]2[CH:14]=[CH:13][C:9]([C:10]([OH:12])=O)=[CH:8][N:7]=2)[CH:5]=[CH:4][CH:3]=[N:2]1.CN(C(ON1N=NC2C=CC=NC1=2)=[N+](C)C)C.F[P-](F)(F)(F)(F)F.C(N(C(C)C)CC)(C)C.Cl.[CH2:49]([O:52][C@H:53]1[CH2:58][CH2:57][CH2:56][N:55]([CH2:59][C@H:60]2[CH2:65][CH2:64][CH2:63][CH2:62][C@@H:61]2[NH2:66])[CH2:54]1)[CH:50]=[CH2:51]. (6) Given the product [F:54][C:53]([F:56])([F:55])[C:51]([OH:57])=[O:52].[S:27]([N:24]1[C:25]2[CH:26]=[C:18]([N:3]3[CH:4]=[CH:5][C:6]([C:8]4[CH:13]=[CH:12][C:11]([C:14]([F:17])([F:16])[F:15])=[CH:10][N:9]=4)=[CH:7][C:2]3=[O:1])[CH:19]=[CH:20][C:21]=2[C:22]2[CH2:40][NH:39][CH2:38][CH2:37][C:23]1=2)([C:30]1[CH:31]=[CH:32][C:33]([CH3:34])=[CH:35][CH:36]=1)(=[O:29])=[O:28], predict the reactants needed to synthesize it. The reactants are: [O:1]=[C:2]1[CH:7]=[C:6]([C:8]2[CH:13]=[CH:12][C:11]([C:14]([F:17])([F:16])[F:15])=[CH:10][N:9]=2)[CH:5]=[CH:4][N:3]1[C:18]1[CH:19]=[CH:20][C:21]2[C:22]3[CH2:40][N:39](C(OC(C)(C)C)=O)[CH2:38][CH2:37][C:23]=3[N:24]([S:27]([C:30]3[CH:36]=[CH:35][C:33]([CH3:34])=[CH:32][CH:31]=3)(=[O:29])=[O:28])[C:25]=2[CH:26]=1.C(Cl)Cl.[C:51]([OH:57])([C:53]([F:56])([F:55])[F:54])=[O:52]. (7) Given the product [Cl:1][C:2]1[C:3]([O:17][CH2:18][CH3:19])=[C:4]([CH2:13][OH:14])[C:5]2[O:9][C:8]([CH2:10][CH3:11])=[CH:7][C:6]=2[CH:12]=1.[CH2:18]([O:17][C:3]1[CH:2]=[CH:12][C:6]2[CH:7]=[C:8]([CH2:10][CH3:11])[O:9][C:5]=2[C:4]=1[CH2:13][OH:14])[CH3:19], predict the reactants needed to synthesize it. The reactants are: [Cl:1][C:2]1[C:3]([O:17][CH2:18][CH3:19])=[C:4]([C:13](OC)=[O:14])[C:5]2[O:9][C:8]([CH2:10][CH3:11])=[CH:7][C:6]=2[CH:12]=1.[H-].[H-].[H-].[H-].[Li+].[Al+3]. (8) Given the product [S:12]1[CH:16]=[CH:15][C:14]([CH:17]([OH:18])[C:2]#[C:1][Si:3]([CH3:6])([CH3:5])[CH3:4])=[CH:13]1, predict the reactants needed to synthesize it. The reactants are: [C:1]([Si:3]([CH3:6])([CH3:5])[CH3:4])#[CH:2].[Li]CCCC.[S:12]1[CH:16]=[CH:15][C:14]([CH:17]=[O:18])=[CH:13]1.